From a dataset of Forward reaction prediction with 1.9M reactions from USPTO patents (1976-2016). Predict the product of the given reaction. (1) Given the reactants [O:1]=[C:2]([N:5]1[C@H:9]([CH2:10][C:11]2[CH:16]=[CH:15][CH:14]=[CH:13][CH:12]=2)[CH2:8][O:7][C:6]1=[O:17])[CH2:3][CH3:4].CCN(C(C)C)C(C)C.[CH:27]([C@H:29]1[CH2:33][O:32][C:31]([CH3:35])([CH3:34])[N:30]1[C:36]([O:38][C:39]([CH3:42])([CH3:41])[CH3:40])=[O:37])=[O:28], predict the reaction product. The product is: [CH2:10]([C@@H:9]1[CH2:8][O:7][C:6](=[O:17])[N:5]1[C:2](=[O:1])[C@H:3]([CH3:4])[C@H:27]([C@H:29]1[CH2:33][O:32][C:31]([CH3:35])([CH3:34])[N:30]1[C:36]([O:38][C:39]([CH3:42])([CH3:41])[CH3:40])=[O:37])[OH:28])[C:11]1[CH:12]=[CH:13][CH:14]=[CH:15][CH:16]=1. (2) Given the reactants [CH3:1][C:2]1[N:7]=[CH:6][C:5]([C:8]([O:10][CH3:11])=[O:9])=[CH:4][CH:3]=1.Br[CH2:13][C:14](=O)[CH3:15], predict the reaction product. The product is: [CH3:15][C:14]1[CH:1]=[C:2]2[N:7]([CH:13]=1)[CH:6]=[C:5]([C:8]([O:10][CH3:11])=[O:9])[CH:4]=[CH:3]2. (3) Given the reactants [O:1]1[CH:5]=[CH:4][CH:3]=[C:2]1[CH:6]([OH:10])[CH2:7][NH:8][CH3:9].[NH2:11][C:12](=[O:38])[CH2:13][N:14]1[CH:19]=[C:18]([C:20]([NH:22][CH2:23][C:24]2[CH:29]=[CH:28][C:27]([Cl:30])=[CH:26][CH:25]=2)=[O:21])[C:17](=[O:31])[C:16]2[S:32][C:33]([CH2:36]Cl)=[C:34]([CH3:35])[C:15]1=2, predict the reaction product. The product is: [NH2:11][C:12](=[O:38])[CH2:13][N:14]1[CH:19]=[C:18]([C:20]([NH:22][CH2:23][C:24]2[CH:29]=[CH:28][C:27]([Cl:30])=[CH:26][CH:25]=2)=[O:21])[C:17](=[O:31])[C:16]2[S:32][C:33]([CH2:36][N:8]([CH2:7][CH:6]([C:2]3[O:1][CH:5]=[CH:4][CH:3]=3)[OH:10])[CH3:9])=[C:34]([CH3:35])[C:15]1=2. (4) Given the reactants [C:1](N1C=CN=C1)(N1C=CN=C1)=[O:2].[Cl:13][C:14]1[S:18][C:17]([S:19]([NH2:22])(=[O:21])=[O:20])=[CH:16][CH:15]=1.CCN(C(C)C)C(C)C.[C:32]([C:34]1[C:35]([N:46]2[CH2:51][CH2:50][NH:49][CH2:48][CH2:47]2)=[N:36][C:37]([CH3:45])=[C:38]([CH:44]=1)[C:39]([O:41][CH2:42][CH3:43])=[O:40])#[N:33], predict the reaction product. The product is: [Cl:13][C:14]1[S:18][C:17]([S:19]([NH:22][C:1]([N:49]2[CH2:50][CH2:51][N:46]([C:35]3[C:34]([C:32]#[N:33])=[CH:44][C:38]([C:39]([O:41][CH2:42][CH3:43])=[O:40])=[C:37]([CH3:45])[N:36]=3)[CH2:47][CH2:48]2)=[O:2])(=[O:21])=[O:20])=[CH:16][CH:15]=1. (5) Given the reactants [Br:1][C:2]1[CH:3]=[C:4]2[C:9](=[CH:10][C:11]=1[CH2:12][N:13]1[CH2:18][CH2:17][NH:16][CH2:15][CH2:14]1)[N:8]=[CH:7][N:6]([NH:19][C:20]1[CH:25]=[C:24]([Cl:26])[CH:23]=[CH:22][C:21]=1[S:27]([CH2:30][CH3:31])(=[O:29])=[O:28])[C:5]2=[O:32].[C:33]([N:40]1[CH2:43][C:42](=O)[CH2:41]1)([O:35][C:36]([CH3:39])([CH3:38])[CH3:37])=[O:34], predict the reaction product. The product is: [Br:1][C:2]1[CH:3]=[C:4]2[C:9](=[CH:10][C:11]=1[CH2:12][N:13]1[CH2:18][CH2:17][N:16]([CH:42]3[CH2:41][N:40]([C:33]([O:35][C:36]([CH3:39])([CH3:38])[CH3:37])=[O:34])[CH2:43]3)[CH2:15][CH2:14]1)[N:8]=[CH:7][N:6]([NH:19][C:20]1[CH:25]=[C:24]([Cl:26])[CH:23]=[CH:22][C:21]=1[S:27]([CH2:30][CH3:31])(=[O:28])=[O:29])[C:5]2=[O:32]. (6) Given the reactants [O:1]=[C:2]1[CH2:7]CC(C(O)=O)C[CH2:3]1.C1(P(C2C=CC=CC=2)C2C=CC=CC=2)C=CC=CC=1.[CH2:30]([OH:35])[C:31](C)(C)C.N([C:43]([O:45][CH2:46][CH3:47])=[O:44])=N[C:43]([O:45][CH2:46][CH3:47])=[O:44], predict the reaction product. The product is: [CH3:31][C@@H:30]([OH:35])[CH2:47][CH2:46][O:45][C:43]([CH2:3][C@H:2]([OH:1])[CH3:7])=[O:44]. (7) Given the reactants [Cl-].ClC1N(C)CC[NH+]1C.[NH2:10][C:11]1[CH:16]=[CH:15][N:14]=[CH:13][CH:12]=1.C(N(CC)CC)C.[CH3:24][O:25][C:26]1[C:27](=[O:50])[C:28]([CH3:49])=[C:29]([CH2:35][C:36]2[CH:44]=[CH:43][C:39]([C:40](O)=[O:41])=[C:38]([O:45]C(=O)C)[CH:37]=2)[C:30](=[O:34])[C:31]=1[O:32][CH3:33], predict the reaction product. The product is: [N:14]1[CH:15]=[CH:16][C:11]([NH:10][C:40](=[O:41])[C:39]2[CH:43]=[CH:44][C:36]([CH2:35][C:29]3[C:30](=[O:34])[C:31]([O:32][CH3:33])=[C:26]([O:25][CH3:24])[C:27](=[O:50])[C:28]=3[CH3:49])=[CH:37][C:38]=2[OH:45])=[CH:12][CH:13]=1.